Dataset: Full USPTO retrosynthesis dataset with 1.9M reactions from patents (1976-2016). Task: Predict the reactants needed to synthesize the given product. (1) Given the product [C:1]([CH:3]1[CH2:6][N:5]([CH2:7][C@H:8]([NH:10][C:11]([C:13]2[C:21]3[C:16](=[N:17][CH:18]=[C:19]([C:22]4[C:30]5[C:25](=[CH:26][C:27]([Cl:31])=[CH:28][CH:29]=5)[N:24]([CH3:32])[N:23]=4)[N:20]=3)[NH:15][CH:14]=2)=[O:12])[CH3:9])[CH2:4]1)#[N:2], predict the reactants needed to synthesize it. The reactants are: [C:1]([CH:3]1[CH2:6][N:5]([CH2:7][C@H:8]([NH:10][C:11]([C:13]2[C:21]3[C:16](=[N:17][CH:18]=[C:19]([C:22]4[C:30]5[C:25](=[CH:26][C:27]([Cl:31])=[CH:28][CH:29]=5)[N:24]([CH3:32])[N:23]=4)[N:20]=3)[N:15](COCC[Si](C)(C)C)[CH:14]=2)=[O:12])[CH3:9])[CH2:4]1)#[N:2].FC(F)(F)C(O)=O.C(N)CN.O. (2) Given the product [CH3:45][Si:43]([CH3:46])([CH3:44])[CH2:42][CH2:41][O:40][CH2:39][N:7]([CH2:6][O:5][CH2:4][CH2:3][Si:2]([CH3:47])([CH3:48])[CH3:1])[C:8]1[N:13]2[N:14]=[CH:15][C:16]([C:17]3[CH:18]=[N:19][C:20]4[C:25]([CH:26]=3)=[CH:24][CH:23]=[CH:22][CH:21]=4)=[C:12]2[N:11]=[C:10]([CH:27]2[CH2:28][CH2:29][CH:30]([CH2:33][C:34]#[N:55])[CH2:31][CH2:32]2)[CH:9]=1, predict the reactants needed to synthesize it. The reactants are: [CH3:1][Si:2]([CH3:48])([CH3:47])[CH2:3][CH2:4][O:5][CH2:6][N:7]([CH2:39][O:40][CH2:41][CH2:42][Si:43]([CH3:46])([CH3:45])[CH3:44])[C:8]1[N:13]2[N:14]=[CH:15][C:16]([C:17]3[CH:18]=[N:19][C:20]4[C:25]([CH:26]=3)=[CH:24][CH:23]=[CH:22][CH:21]=4)=[C:12]2[N:11]=[C:10]([CH:27]2[CH2:32][CH2:31][CH:30]([CH2:33][C:34](OCC)=O)[CH2:29][CH2:28]2)[CH:9]=1.C[Si](C)(C)CCOC[N:55](COCC[Si](C)(C)C)C1N2N=CC(I)=C2N=C(C2CCC(CC#N)CC2)C=1.C[Si](C)(C)CCOCN(COCC[Si](C)(C)C)C1N2N=CC(I)=C2N=C(C2CCC(CC(OCC)=O)CC2)C=1. (3) Given the product [NH2:1][C:2]1[N:3]=[C:4]([NH:17][C:18]2[CH:19]=[CH:20][C:21]([C:22]([NH:27][CH2:28][C:29]3([N:34]([CH3:36])[CH3:35])[CH2:33][CH2:32][CH2:31][CH2:30]3)=[O:24])=[CH:25][CH:26]=2)[S:5][C:6]=1[C:7](=[O:16])[C:8]1[C:9]([F:15])=[CH:10][CH:11]=[CH:12][C:13]=1[F:14], predict the reactants needed to synthesize it. The reactants are: [NH2:1][C:2]1[N:3]=[C:4]([NH:17][C:18]2[CH:26]=[CH:25][C:21]([C:22]([OH:24])=O)=[CH:20][CH:19]=2)[S:5][C:6]=1[C:7](=[O:16])[C:8]1[C:13]([F:14])=[CH:12][CH:11]=[CH:10][C:9]=1[F:15].[NH2:27][CH2:28][C:29]1([N:34]([CH3:36])[CH3:35])[CH2:33][CH2:32][CH2:31][CH2:30]1. (4) Given the product [N:1]1([C:9]2[C:14]([I:15])=[CH:13][N:12]=[CH:11][N:10]=2)[CH:5]=[CH:4][N:3]=[CH:2]1, predict the reactants needed to synthesize it. The reactants are: [NH:1]1[CH:5]=[CH:4][N:3]=[CH:2]1.[H-].[Na+].Cl[C:9]1[C:14]([I:15])=[CH:13][N:12]=[CH:11][N:10]=1. (5) Given the product [Cl:1][C:2]1[CH:3]=[C:4]2[C:9](=[CH:10][C:11]=1[O:12][C:13]1[CH:14]=[CH:15][C:16]([C:17](=[O:19])[NH:42][CH:43]([CH2:44][OH:45])[CH2:46][C:47]3[CH:52]=[CH:51][C:50]([Cl:53])=[CH:49][CH:48]=3)=[CH:20][CH:21]=1)[O:8][CH2:7][CH2:6][CH:5]2[C:22]([O:24][CH2:25][CH3:26])=[O:23], predict the reactants needed to synthesize it. The reactants are: [Cl:1][C:2]1[CH:3]=[C:4]2[C:9](=[CH:10][C:11]=1[O:12][C:13]1[CH:21]=[CH:20][C:16]([C:17]([OH:19])=O)=[CH:15][CH:14]=1)[O:8][CH2:7][CH2:6][CH:5]2[C:22]([O:24][CH2:25][CH3:26])=[O:23].C(Cl)(=O)C(Cl)=O.C(N(C(C)C)C(C)C)C.[NH2:42][CH:43]([CH2:46][C:47]1[CH:52]=[CH:51][C:50]([Cl:53])=[CH:49][CH:48]=1)[CH2:44][OH:45]. (6) Given the product [Cl:9][C:10]1[CH:18]=[CH:17][CH:16]=[C:15]2[C:11]=1[C:12]([C:19]([NH:21][CH2:22][CH:23]1[CH2:28][CH2:27][C:26]([F:29])([F:30])[CH2:25][CH2:24]1)=[O:20])=[CH:13][N:14]2[CH2:7][CH:2]1[CH2:3][CH2:4][CH2:5][CH2:6][O:1]1, predict the reactants needed to synthesize it. The reactants are: [O:1]1[CH2:6][CH2:5][CH2:4][CH2:3][CH:2]1[CH2:7]O.[Cl:9][C:10]1[CH:18]=[CH:17][CH:16]=[C:15]2[C:11]=1[C:12]([C:19]([NH:21][CH2:22][CH:23]1[CH2:28][CH2:27][C:26]([F:30])([F:29])[CH2:25][CH2:24]1)=[O:20])=[CH:13][NH:14]2.C(C=P(CCCC)(CCCC)CCCC)#N.